The task is: Predict the reactants needed to synthesize the given product.. This data is from Full USPTO retrosynthesis dataset with 1.9M reactions from patents (1976-2016). (1) Given the product [NH:52]([C:56]1[CH:61]=[CH:60][NH:59][C:58](=[O:62])[N:57]=1)[C:53]([NH2:55])=[O:54], predict the reactants needed to synthesize it. The reactants are: C(OCCCCCCCCCCCCCCCC(C)C)(=O)C(CC(OCCCCCCCCCCCCCCCC(C)C)=O)O.[N-]=C=O.[N-]=C=O.[NH:52]([C:56]1[CH:61]=[CH:60][NH:59][C:58](=[O:62])[N:57]=1)[C:53]([NH2:55])=[O:54].CC1CCCO1. (2) Given the product [CH2:1]([O:8][C:9]([C:11]1([CH:19]=[CH2:20])[CH2:16][O:15][C:14]([CH3:17])([CH3:18])[CH2:13][O:12]1)=[O:10])[C:2]1[CH:3]=[CH:4][CH:5]=[CH:6][CH:7]=1, predict the reactants needed to synthesize it. The reactants are: [CH2:1]([O:8][C:9]([C:11]1([CH:19](OS(C(F)(F)F)(=O)=O)[CH3:20])[CH2:16][O:15][C:14]([CH3:18])([CH3:17])[CH2:13][O:12]1)=[O:10])[C:2]1[CH:7]=[CH:6][CH:5]=[CH:4][CH:3]=1.N1(C2CCCCCCCCCC2)CCCN=CCCCCC1. (3) Given the product [CH3:35][C:20]1[CH:21]=[C:22]([NH:25][C:26]([NH:28][C:29]2[CH:30]=[CH:31][CH:32]=[CH:33][CH:34]=2)=[O:27])[CH:23]=[CH:24][C:19]=1[NH:18][S:14]([C:10]1[CH:9]=[C:8]([C:5]2[CH:6]=[CH:7][C:2]([F:1])=[CH:3][CH:4]=2)[CH:13]=[CH:12][CH:11]=1)(=[O:16])=[O:15], predict the reactants needed to synthesize it. The reactants are: [F:1][C:2]1[CH:7]=[CH:6][C:5]([C:8]2[CH:13]=[CH:12][CH:11]=[C:10]([S:14](Cl)(=[O:16])=[O:15])[CH:9]=2)=[CH:4][CH:3]=1.[NH2:18][C:19]1[CH:24]=[CH:23][C:22]([NH:25][C:26]([NH:28][C:29]2[CH:34]=[CH:33][CH:32]=[CH:31][CH:30]=2)=[O:27])=[CH:21][C:20]=1[CH3:35].